Predict which catalyst facilitates the given reaction. From a dataset of Catalyst prediction with 721,799 reactions and 888 catalyst types from USPTO. (1) Reactant: [CH3:1][N:2]1[CH:6]=[CH:5][CH:4]=[C:3]1[C:7]([O:9][CH2:10][CH3:11])=[O:8].[Al+3].[Cl-].[Cl-].[Cl-].[N+](C)([O-])=O.[CH3:20][O:21]C(Cl)Cl. Product: [CH:20]([C:5]1[CH:4]=[C:3]([C:7]([O:9][CH2:10][CH3:11])=[O:8])[N:2]([CH3:1])[CH:6]=1)=[O:21]. The catalyst class is: 26. (2) Reactant: [CH2:1]([C:7]1[CH:12]=[CH:11][C:10]([C:13]#[C:14][Si](C)(C)C)=[CH:9][CH:8]=1)[CH2:2][CH2:3][CH2:4][CH2:5][CH3:6].C(=O)([O-])[O-].[K+].[K+].CO. Product: [C:13]([C:10]1[CH:11]=[CH:12][C:7]([CH2:1][CH2:2][CH2:3][CH2:4][CH2:5][CH3:6])=[CH:8][CH:9]=1)#[CH:14]. The catalyst class is: 2. (3) Reactant: [CH:1]1([C:4]([C:12]2[CH:17]=[CH:16][CH:15]=[C:14]([O:18][CH3:19])[CH:13]=2)([C:6]2[CH:7]=[N:8][CH:9]=[CH:10][CH:11]=2)O)[CH2:3][CH2:2]1.[BrH:20].O.[OH-].[Na+]. Product: [Br:20][CH2:3][CH2:2][CH:1]=[C:4]([C:12]1[CH:17]=[CH:16][CH:15]=[C:14]([O:18][CH3:19])[CH:13]=1)[C:6]1[CH:7]=[N:8][CH:9]=[CH:10][CH:11]=1. The catalyst class is: 342. (4) Reactant: [NH:1]1[C:9]2[C:4](=[CH:5][C:6]([CH:10]=[O:11])=[CH:7][CH:8]=2)[CH:3]=[CH:2]1.[H-].[Na+].Cl[C:15]([O:17][CH3:18])=[O:16]. Product: [CH:10]([C:6]1[CH:5]=[C:4]2[C:9](=[CH:8][CH:7]=1)[N:1]([C:15]([O:17][CH3:18])=[O:16])[CH:2]=[CH:3]2)=[O:11]. The catalyst class is: 7. (5) Reactant: C(N(CC)CC)C.[CH2:8]([C:10]1[CH:15]=[CH:14][C:13]([NH2:16])=[CH:12][C:11]=1[O:17][CH3:18])[CH3:9].[C:19](Cl)(=[O:21])[CH3:20]. Product: [CH2:8]([C:10]1[CH:15]=[CH:14][C:13]([NH:16][C:19](=[O:21])[CH3:20])=[CH:12][C:11]=1[O:17][CH3:18])[CH3:9]. The catalyst class is: 2. (6) Product: [N:17]1[CH:18]=[CH:19][N:20]=[CH:21][C:16]=1[C:13]1[CH:12]=[CH:11][C:10]([CH2:9][CH:8]=[O:7])=[CH:15][CH:14]=1. Reactant: I[Si](C)(C)C.C[O:7]/[CH:8]=[CH:9]/[C:10]1[CH:15]=[CH:14][C:13]([C:16]2[CH:21]=[N:20][CH:19]=[CH:18][N:17]=2)=[CH:12][CH:11]=1.C([O-])(O)=O.[Na+]. The catalyst class is: 4.